This data is from Reaction yield outcomes from USPTO patents with 853,638 reactions. The task is: Predict the reaction yield, written as a fraction of the theoretical maximum amount of product (1.0 means a 100% yield; for example, 0.34 means a 34% yield). (1) The catalyst is O1CCCC1.ClCC(Cl)=O. The reactants are [ClH:1].[CH3:2][O:3][CH2:4][CH2:5][C@@H:6]1[CH2:11][CH2:10][CH2:9][NH:8][CH2:7]1.[C:12]([O-:15])(=O)[CH3:13].[Na+].C(O)(=O)C.C(=O)([O-])O.[Na+]. The yield is 0.788. The product is [CH3:2][O:3][CH2:4][CH2:5][C@@H:6]1[CH2:11][CH2:10][CH2:9][N:8]([C:12](=[O:15])[CH2:13][Cl:1])[CH2:7]1. (2) The reactants are [CH3:1][C:2]1[CH:3]=[C:4]([S:9][C:10]2[CH:15]=[CH:14][C:13]([N+:16]([O-:18])=[O:17])=[CH:12][C:11]=2[S:19]([N:22]2[CH2:27][CH2:26][N:25](C(OC(C)(C)C)=O)[CH2:24][CH2:23]2)(=[O:21])=[O:20])[CH:5]=[C:6]([CH3:8])[CH:7]=1.[ClH:35]. The catalyst is C(Cl)Cl.O1CCOCC1. The product is [ClH:35].[CH3:8][C:6]1[CH:5]=[C:4]([S:9][C:10]2[CH:15]=[CH:14][C:13]([N+:16]([O-:18])=[O:17])=[CH:12][C:11]=2[S:19]([N:22]2[CH2:23][CH2:24][NH:25][CH2:26][CH2:27]2)(=[O:21])=[O:20])[CH:3]=[C:2]([CH3:1])[CH:7]=1. The yield is 0.938. (3) The yield is 0.198. The product is [C:27]([O:31][C:32]([N:34]1[CH2:39][CH2:38][N:37]([C:40]2[CH:41]=[N:42][C:43]([NH:46][C:13]3[N:14]=[CH:15][C:10]4[CH:9]=[C:8]([CH2:1][C:2]5[CH:7]=[CH:6][CH:5]=[CH:4][CH:3]=5)[C:20](=[O:21])[N:19]([CH:22]5[CH2:26][CH2:25][CH2:24][CH2:23]5)[C:11]=4[N:12]=3)=[CH:44][CH:45]=2)[CH2:36][CH2:35]1)=[O:33])([CH3:30])([CH3:28])[CH3:29]. The reactants are [CH2:1]([C:8]1[C:20](=[O:21])[N:19]([CH:22]2[CH2:26][CH2:25][CH2:24][CH2:23]2)[C:11]2[N:12]=[C:13](S(C)=O)[N:14]=[CH:15][C:10]=2[CH:9]=1)[C:2]1[CH:7]=[CH:6][CH:5]=[CH:4][CH:3]=1.[C:27]([O:31][C:32]([N:34]1[CH2:39][CH2:38][N:37]([C:40]2[CH:41]=[N:42][C:43]([NH2:46])=[CH:44][CH:45]=2)[CH2:36][CH2:35]1)=[O:33])([CH3:30])([CH3:29])[CH3:28]. The catalyst is C1(C)C=CC=CC=1.